Task: Binary Classification. Given a miRNA mature sequence and a target amino acid sequence, predict their likelihood of interaction.. Dataset: Experimentally validated miRNA-target interactions with 360,000+ pairs, plus equal number of negative samples (1) The miRNA is hsa-miR-6511b-5p with sequence CUGCAGGCAGAAGUGGGGCUGACA. The protein sequence of the target gene is MPALACLRRLCRHLSPQAVLFLLFVFCLFSVFVSAYYLYGWNRGLEPSADASESDCGDPPPVAPSRLLPIKPVQAVAPSRTDPLVLVFVESLYSQLGQEVVAILESSRFKYRTEIAPGKGDMPTLTDKGRGRFALIIYENILKYVNLDAWNRELLDKYCVAYGVGIIGFFKANENSLLSAQLKGFPLFLHSNLGLKDCSINPKSPLLYVTRPSEVEKGVLPGEDWTVFQSNHSTYEPVLLAKTRSSESIPHLGADAGLHAALHATVVQDLGLHDGIQRVLFGNNLNFWLHKLVFVDAVAF.... Result: 0 (no interaction). (2) The miRNA is mmu-miR-1199-5p with sequence UCUGAGUCCCGGUCGCGCGG. The protein sequence of the target gene is MQESQDTHMSSHLDEVVAAVSVTSKNRIPNKLLQTALFQPPREKLHLCEERAKSYSSSREYKQAIQELVRCVALTRICYGDWHWKLAEAYVNLAQGYLQLKGLSLQAKQHAEKAKEILANSIESPCHNKTDIFKCSLELFYTLGRALLSLQKFKDASENLIKAERLSKEMLQCGNIVKEEWIEIQSRIKLSFAQLYQGQKRSKEAFPFYQKALEYTEITKDEKSLECVQVLRELAGVEQALGLYAAAISHFSRDRLPTPQPCPLGHKCCCPSPFLSPVLNVTWRPFYSSQVDEEEAHLII.... Result: 1 (interaction). (3) Result: 0 (no interaction). The miRNA is hsa-miR-2115-3p with sequence CAUCAGAAUUCAUGGAGGCUAG. The protein sequence of the target gene is MDFPSSLRPALFLTGPLGLSDVPDLSFMCSWRDALTLPEAQPQNSENGALHVTKDLLWEPATPGPLPMLPPLIDPWDPGLTARDLLFRGGCRYRKRPRVVLDVTEQISRFLLDHGDVAFAPLGKLMLENFKLEGAGSRTKKKTVVSVKKLLQDLGGHQPWGCPWAYLSNRQRRFSILGGPILGTSVASHLAELLHEELVLRWEQLLLDEACTGGALAWVPGRTPQFGQLVYPAGGAQDRLHFQEVVLTPGDNPQFLGKPGRIQLQGPVRQVVTCTVQGESKALIYTFLPHWLTCYLTPGP.... (4) The miRNA is mmu-miR-3470b with sequence UCACUCUGUAGACCAGGCUGG. The protein sequence of the target gene is MDSQKEALQRIISTLANKSDEIQNFIDTLNHTLKGVQENSSNILSELDEEFDSLYSILDDVKESMISTIKQEQVRKSQELQSQLSQCNNALENSEELLEFATRSLDIKEPEEFSKAARQIKDRVTMASAFRLSLKPKVSDNMTHLMVDFSQERQMLQTLKFLPVPKAPEIDPVECLVADNSVTVAWRMPEEDNKIDHFIMEYRKTNFDGLPRVKDERCWEVIDNIKGTEYTLSGLKFDSKYMNFRVRACNKAVAGDYSDPVTLETRALNFSLDNSSSHLNLKVEDSCVEWDPTGGKGQES.... Result: 1 (interaction). (5) The miRNA is cel-miR-247-3p with sequence UGACUAGAGCCUAUUCUCUUCU. The protein sequence of the target gene is MPGEATETVPATEQELPQPQAETGSGTESDSDESVPELEEQDSTQATTQQAQLAAAAEIDEEPVSKAKQSRSEKKARKAMSKLGLRQVTGVTRVTIRKSKNILFVITKPDVYKSPASDTYIVFGEAKIEDLSQQAQLAAAEKFKVQGEAVSNIQENTQTPTVQEESEEEEVDETGVEVKDIELVMSQANVSRAKAVRALKNNSNDIVNAIMELTM. Result: 0 (no interaction). (6) The miRNA is hsa-miR-6823-5p with sequence UCAGGGUUGGUAGGGGUUGCU. The protein sequence of the target gene is MTLDMDAVLSDFVRSTGAEPGLARDLLEGKNWDVSAALSDFEQLRQVHAGNLSPPFSGGSTCPKTPEKGGSDREPTRPSRPILQRQDDVIQEKRLSRGISHASSSIVSLARSHVSSNGGGGGSSEHPLEMPICAFQLPDLTVYKEDFRSFIERDLIEQSMLVALEQAGRLNWWVSMDSTCQRLLPLATTGDGNCLLHAASLGMWGFHDRDLVLRKALYALMEKGVEKEALRRRWRWQQTQQNKESGLVYTEDEWQKEWNELIKLASSEPRMHLGSNGASGGGVESSEEPVYESLEEFHVF.... Result: 0 (no interaction).